From a dataset of Drug-target binding data from BindingDB using IC50 measurements. Regression. Given a target protein amino acid sequence and a drug SMILES string, predict the binding affinity score between them. We predict pIC50 (pIC50 = -log10(IC50 in M); higher means more potent). Dataset: bindingdb_ic50. The small molecule is O=C(/C=C/c1ccc(C(F)(F)F)nc1)Nc1ccc(-c2nc3ccc([N+](=O)[O-])cc3n2O)cc1. The target protein (P26993) has sequence MQGAKSLGRKQITSCHWNIPTFEYRVNKEEGVYVLLEGELTVQDIDSTFCLAPGELLFVRRGSYVVSTKGKDSRILWIPLSAQFLQGFVQRFGALLSEVERCDEPVPGIIAFAATPLLAGCVKGLKELLVHEHPPMLACLKIEELLMLFAFSPQGPLLMSVLRQLSNRHVERLQLFMEKHYLNEWKLSDFSREFGMGLTTFKELFGSVYGVSPRAWISERRILYAHQLLLNSDMSIVDIAMEAGFSSQSYFTQSYRRRFGCTPSRSRQGKDECRAKNN. The pIC50 is 5.2.